This data is from CYP2C9 inhibition data for predicting drug metabolism from PubChem BioAssay. The task is: Regression/Classification. Given a drug SMILES string, predict its absorption, distribution, metabolism, or excretion properties. Task type varies by dataset: regression for continuous measurements (e.g., permeability, clearance, half-life) or binary classification for categorical outcomes (e.g., BBB penetration, CYP inhibition). Dataset: cyp2c9_veith. (1) The drug is Nc1nc(Cl)cc(NCCO)n1. The result is 0 (non-inhibitor). (2) The molecule is COc1ccc(-c2cc(C(F)(F)F)nc(NCc3cccnc3)n2)cc1. The result is 1 (inhibitor).